Dataset: Catalyst prediction with 721,799 reactions and 888 catalyst types from USPTO. Task: Predict which catalyst facilitates the given reaction. Reactant: [O:1]=[C:2]1[NH:7][CH:6]([C:8]2[CH:15]=[CH:14][C:11]([C:12]#[N:13])=[CH:10][C:9]=2[S:16]([CH3:19])(=[O:18])=[O:17])[C:5]2[C:20](=[O:23])[CH2:21][CH2:22][C:4]=2[N:3]1[C:24]1[CH:29]=[CH:28][CH:27]=[C:26]([C:30]([F:33])([F:32])[F:31])[CH:25]=1.C(=O)([O-])[O-].[Cs+].[Cs+].Br[CH2:41][CH:42]1[CH2:45][O:44][CH2:43]1.FC(F)(F)C(O)=O. Product: [CH3:19][S:16]([C:9]1[CH:10]=[C:11]([CH:14]=[CH:15][C:8]=1[CH:6]1[C:5]2[C:20](=[O:23])[CH2:21][CH2:22][C:4]=2[N:3]([C:24]2[CH:29]=[CH:28][CH:27]=[C:26]([C:30]([F:32])([F:33])[F:31])[CH:25]=2)[C:2](=[O:1])[N:7]1[CH2:41][CH:42]1[CH2:45][O:44][CH2:43]1)[C:12]#[N:13])(=[O:18])=[O:17]. The catalyst class is: 3.